This data is from Catalyst prediction with 721,799 reactions and 888 catalyst types from USPTO. The task is: Predict which catalyst facilitates the given reaction. Reactant: Cl.ClC[N:4]1[CH:8]=[C:7]([CH3:9])[CH:6]=[N:5]1.[F:10][C:11]([F:20])([F:19])[CH2:12][CH2:13][CH:14]([C:17]#[N:18])[C:15]#[N:16].C(=O)([O-])[O-].[K+].[K+].O. Product: [CH3:9][C:7]1[CH:8]=[N:4][N:5]([C:14]([CH2:13][CH2:12][C:11]([F:19])([F:20])[F:10])([C:17]#[N:18])[C:15]#[N:16])[CH:6]=1. The catalyst class is: 9.